Dataset: Forward reaction prediction with 1.9M reactions from USPTO patents (1976-2016). Task: Predict the product of the given reaction. Given the reactants [Cl:1][C:2]1[N:7]=[C:6]([Cl:8])[C:5]([CH:9]=[O:10])=[C:4]([NH:11][C:12]2[CH:17]=[CH:16][CH:15]=[CH:14][C:13]=2[S:18]([CH:21]([CH3:23])[CH3:22])(=[O:20])=[O:19])[N:3]=1.[C:24]1([Mg]Br)[CH:29]=[CH:28][CH:27]=[CH:26][CH:25]=1.[NH4+].[Cl-], predict the reaction product. The product is: [Cl:1][C:2]1[N:7]=[C:6]([Cl:8])[C:5]([CH:9]([C:24]2[CH:29]=[CH:28][CH:27]=[CH:26][CH:25]=2)[OH:10])=[C:4]([NH:11][C:12]2[CH:17]=[CH:16][CH:15]=[CH:14][C:13]=2[S:18]([CH:21]([CH3:23])[CH3:22])(=[O:20])=[O:19])[N:3]=1.